This data is from Reaction yield outcomes from USPTO patents with 853,638 reactions. The task is: Predict the reaction yield, written as a fraction of the theoretical maximum amount of product (1.0 means a 100% yield; for example, 0.34 means a 34% yield). (1) The reactants are [Br:1][C:2]1[CH:6]=[C:5](I)[S:4][C:3]=1[C:8]1[N:12]=[CH:11][N:10]([CH2:13][O:14][CH2:15][CH2:16][Si:17]([CH3:20])([CH3:19])[CH3:18])[N:9]=1.[N:21]1[CH:26]=[CH:25][C:24](B(O)O)=[CH:23][CH:22]=1.C(=O)([O-])[O-].[Cs+].[Cs+].O1CCOCC1. The catalyst is C1C=CC(P(C2C=CC=CC=2)[C-]2C=CC=C2)=CC=1.C1C=CC(P(C2C=CC=CC=2)[C-]2C=CC=C2)=CC=1.Cl[Pd]Cl.[Fe+2].CCOC(C)=O.O. The product is [Br:1][C:2]1[CH:6]=[C:5]([C:24]2[CH:25]=[CH:26][N:21]=[CH:22][CH:23]=2)[S:4][C:3]=1[C:8]1[N:12]=[CH:11][N:10]([CH2:13][O:14][CH2:15][CH2:16][Si:17]([CH3:20])([CH3:19])[CH3:18])[N:9]=1. The yield is 0.746. (2) The reactants are [CH3:1][C:2]1[C:15]2[C:14]3[CH:13]=[CH:12][CH:11]=[CH:10][C:9]=3[C:8]3=[N:16][CH:17]=[C:18]([CH:19]=[C:20]([CH3:22])[CH3:21])[N:7]3[C:6]=2[CH:5]=[CH:4][CH:3]=1.[Cl-].[Al+3].[Cl-].[Cl-].O. The catalyst is ClCCl. The product is [CH3:21][C:20]1([CH3:22])[C:5]2[CH:4]=[CH:3][C:2]([CH3:1])=[C:15]3[C:6]=2[N:7]2[C:8](=[N:16][CH:17]=[C:18]2[CH2:19]1)[C:9]1[CH:10]=[CH:11][CH:12]=[CH:13][C:14]=13. The yield is 0.880. (3) The reactants are [OH:1][C:2]1[CH:3]=[C:4]([NH:8][C:9]([C:11]2[CH:15]=[C:14]([CH3:16])[N:13]([C:17]3[CH:22]=[CH:21][CH:20]=[CH:19][C:18]=3[C:23]([F:26])([F:25])[F:24])[C:12]=2[CH3:27])=[O:10])[CH:5]=[CH:6][CH:7]=1.C([O-])([O-])=O.[K+].[K+].Br[CH2:35][C:36]1[CH:41]=[CH:40][C:39]([F:42])=[CH:38][CH:37]=1. The catalyst is CN(C=O)C. The product is [F:42][C:39]1[CH:40]=[CH:41][C:36]([CH2:35][O:1][C:2]2[CH:3]=[C:4]([NH:8][C:9]([C:11]3[CH:15]=[C:14]([CH3:16])[N:13]([C:17]4[CH:22]=[CH:21][CH:20]=[CH:19][C:18]=4[C:23]([F:26])([F:24])[F:25])[C:12]=3[CH3:27])=[O:10])[CH:5]=[CH:6][CH:7]=2)=[CH:37][CH:38]=1. The yield is 0.300. (4) The reactants are [N:1]1[NH:2][C:3]([C:6]2[CH:7]=[N:8][NH:9][C:10]=2[NH2:11])=[CH:4][CH:5]=1.[CH3:12][N:13]1[C:21]2[C:16](=[CH:17][C:18]([C:22](=O)[CH2:23][C:24](OCC)=[O:25])=[CH:19][CH:20]=2)[CH:15]=[N:14]1. The catalyst is CCCCO.CC1C=CC(S(O)(=O)=O)=CC=1. The product is [CH3:12][N:13]1[C:21]2[C:16](=[CH:17][C:18]([C:22]3[NH:11][C:10]4[N:9]([N:8]=[CH:7][C:6]=4[C:3]4[CH:4]=[CH:5][NH:1][N:2]=4)[C:24](=[O:25])[CH:23]=3)=[CH:19][CH:20]=2)[CH:15]=[N:14]1. The yield is 0.750. (5) The reactants are [NH2:1][CH2:2][CH2:3][C:4]1[CH:9]=[CH:8][C:7]([C:10]2[C:11]3[C:12]4[CH:25]=[CH:24][S:23][C:13]=4[C:14](=O)[NH:15][C:16]=3[CH:17]=[CH:18][C:19]=2[O:20]C)=[CH:6][C:5]=1[F:26].BrB(Br)Br. No catalyst specified. The product is [NH2:1][CH2:2][CH2:3][C:4]1[CH:9]=[CH:8][C:7]([C:10]2[C:11]3[C:12]4[CH:25]=[CH:24][S:23][C:13]=4[CH:14]=[N:15][C:16]=3[CH:17]=[CH:18][C:19]=2[OH:20])=[CH:6][C:5]=1[F:26]. The yield is 0.120. (6) The reactants are [CH2:1]([N:3]([CH2:19][CH3:20])[CH2:4][CH2:5][N:6]1[CH2:11][CH2:10][C:9]2[NH:12][C:13]([CH:16]=O)=[C:14]([CH3:15])[C:8]=2[C:7]1=[O:18])[CH3:2].[F:21][C:22]1[CH:23]=[C:24]2[C:28](=[CH:29][C:30]=1[NH:31][C:32](=[O:36])[C@@H:33]([OH:35])[CH3:34])[NH:27][C:26](=[O:37])[CH2:25]2. No catalyst specified. The product is [CH2:1]([N:3]([CH2:19][CH3:20])[CH2:4][CH2:5][N:6]1[CH2:11][CH2:10][C:9]2[NH:12][C:13]([CH:16]=[C:25]3[C:24]4[C:28](=[CH:29][C:30]([NH:31][C:32](=[O:36])[C@@H:33]([OH:35])[CH3:34])=[C:22]([F:21])[CH:23]=4)[NH:27][C:26]3=[O:37])=[C:14]([CH3:15])[C:8]=2[C:7]1=[O:18])[CH3:2]. The yield is 0.503. (7) The reactants are [OH:1][C@H:2]([CH3:6])[C:3]([NH2:5])=[O:4].[H-].[Na+].[O:9]1[C:13]2[CH:14]=[CH:15][CH:16]=[CH:17][C:12]=2[CH:11]=[C:10]1[C:18]1[N:22]2[N:23]=[C:24](Cl)[CH:25]=[CH:26][C:21]2=[N:20][CH:19]=1. The catalyst is CN(C=O)C. The product is [O:9]1[C:13]2[CH:14]=[CH:15][CH:16]=[CH:17][C:12]=2[CH:11]=[C:10]1[C:18]1[N:22]2[N:23]=[C:24]([NH:5][C:3](=[O:4])[C@H:2]([OH:1])[CH3:6])[CH:25]=[CH:26][C:21]2=[N:20][CH:19]=1. The yield is 0.390. (8) The reactants are [C:1]([O:10]C)(=O)[C:2]1[C:3](=[CH:5][CH:6]=[CH:7][CH:8]=1)[SH:4].[C:12]([C:14]1[CH:23]=[CH:22][C:17]([C:18]([O:20][CH3:21])=[O:19])=[CH:16][N:15]=1)#[N:13].C(N(CC)CC)C. The catalyst is C1(C)C=CC=CC=1. The product is [O:10]=[C:1]1[C:2]2[CH:8]=[CH:7][CH:6]=[CH:5][C:3]=2[S:4][C:12]([C:14]2[CH:23]=[CH:22][C:17]([C:18]([O:20][CH3:21])=[O:19])=[CH:16][N:15]=2)=[N:13]1. The yield is 0.580. (9) The reactants are [CH3:1][O-:2].[Na+].[Na].F[C:6]1[CH:11]=[CH:10][C:9]([N+:12]([O-:14])=[O:13])=[C:8](F)[C:7]=1[F:16].C(O)(=O)C[C:19](CC(O)=O)(C(O)=O)[OH:20]. The catalyst is CO. The product is [CH3:19][O:20][C:8]1[C:7]([F:16])=[C:6]([O:2][CH3:1])[CH:11]=[CH:10][C:9]=1[N+:12]([O-:14])=[O:13]. The yield is 0.990. (10) The reactants are [Br:1][C:2]1[CH:9]=[CH:8][C:5]([C:6]#[N:7])=[C:4]([F:10])[CH:3]=1.[CH2:11]([Mg]Br)[CH3:12].B(F)(F)F.CCOCC. The catalyst is CCOCC. The product is [Br:1][C:2]1[CH:9]=[CH:8][C:5]([C:6]2([NH2:7])[CH2:12][CH2:11]2)=[C:4]([F:10])[CH:3]=1. The yield is 0.170.